Dataset: Reaction yield outcomes from USPTO patents with 853,638 reactions. Task: Predict the reaction yield, written as a fraction of the theoretical maximum amount of product (1.0 means a 100% yield; for example, 0.34 means a 34% yield). (1) The reactants are [C:1]([O:12]CC)(=[O:11])[C:2]([NH:4][C:5]1[CH:10]=[CH:9][CH:8]=[CH:7][CH:6]=1)=[O:3].[OH-].[Na+].Cl.C(OCC)(=O)C. The catalyst is C1COCC1. The product is [C:5]1([NH:4][C:2](=[O:3])[C:1]([OH:12])=[O:11])[CH:6]=[CH:7][CH:8]=[CH:9][CH:10]=1. The yield is 0.680. (2) The reactants are [C:1]([O:11][C:12]([CH3:15])([CH3:14])[CH3:13])(=[O:10])[CH2:2][C:3]([O:5][C:6]([CH3:9])([CH3:8])[CH3:7])=[O:4].[H-].[Na+].FC(F)(F)S(O[C:24]1[CH:29]=[CH:28][C:27]([CH2:30][O:31][CH3:32])=[CH:26][C:25]=1[N+:33]([O-:35])=[O:34])(=O)=O. The catalyst is CN(C=O)C. The product is [CH3:32][O:31][CH2:30][C:27]1[CH:28]=[CH:29][C:24]([CH:2]([C:3]([O:5][C:6]([CH3:7])([CH3:8])[CH3:9])=[O:4])[C:1]([O:11][C:12]([CH3:15])([CH3:14])[CH3:13])=[O:10])=[C:25]([N+:33]([O-:35])=[O:34])[CH:26]=1. The yield is 0.559. (3) The reactants are [CH3:1][O:2][C:3]1[C:8]2[NH:9][CH:10]([CH2:13][NH2:14])[CH2:11][O:12][C:7]=2[CH:6]=[CH:5][CH:4]=1.[C:15](OC(=O)C)(=[O:17])[CH3:16]. The product is [CH3:1][O:2][C:3]1[C:8]2[NH:9][CH:10]([CH2:13][NH:14][C:15](=[O:17])[CH3:16])[CH2:11][O:12][C:7]=2[CH:6]=[CH:5][CH:4]=1. The catalyst is N1C=CC=CC=1. The yield is 0.970. (4) The reactants are CO[C:3](=[O:26])[C:4]1[CH:9]=[CH:8][C:7]([NH:10][C:11]2[S:12][C:13]3[CH2:19][CH2:18][CH2:17][CH:16]([C:20]4[CH:25]=[CH:24][CH:23]=[CH:22][CH:21]=4)[C:14]=3[N:15]=2)=[CH:6][CH:5]=1.O.[NH2:28][NH2:29].[CH2:30]([OH:32])C. No catalyst specified. The product is [CH3:30][O:32][C:9]1[CH:8]=[C:7]([NH:10][C:11]2[S:12][C:13]3[CH2:19][CH2:18][CH2:17][CH:16]([C:20]4[CH:21]=[CH:22][CH:23]=[CH:24][CH:25]=4)[C:14]=3[N:15]=2)[CH:6]=[CH:5][C:4]=1[C:3]([NH:28][NH2:29])=[O:26]. The yield is 0.650. (5) The reactants are O[Li].O.C[O:5][C:6](=[O:21])[C:7]1[CH:12]=[C:11]([C:13]2[CH:18]=[CH:17][C:16]([CH3:19])=[CH:15][N:14]=2)[CH:10]=[C:9]([I:20])[CH:8]=1. The catalyst is O.C1COCC1. The product is [I:20][C:9]1[CH:8]=[C:7]([CH:12]=[C:11]([C:13]2[CH:18]=[CH:17][C:16]([CH3:19])=[CH:15][N:14]=2)[CH:10]=1)[C:6]([OH:21])=[O:5]. The yield is 0.950. (6) The product is [CH2:19]([O:1][C:2]1[C:3]([C:16](=[O:18])[CH3:17])=[CH:4][C:5]2[C:6]([CH3:15])([CH3:14])[CH2:7][CH2:8][C:9]([CH3:12])([CH3:13])[C:10]=2[CH:11]=1)[C:20]1[CH:25]=[CH:24][CH:23]=[CH:22][CH:21]=1. The yield is 0.750. The reactants are [OH:1][C:2]1[C:3]([C:16](=[O:18])[CH3:17])=[CH:4][C:5]2[C:6]([CH3:15])([CH3:14])[CH2:7][CH2:8][C:9]([CH3:13])([CH3:12])[C:10]=2[CH:11]=1.[CH2:19](Br)[C:20]1[CH:25]=[CH:24][CH:23]=[CH:22][CH:21]=1. The catalyst is CS(C)=O. (7) The product is [F:26][C:24]1[CH:23]=[C:22]([I:27])[CH:21]=[C:20]2[C:25]=1[N:16]([NH:15][CH3:13])[CH:17]=[C:18]([C:29]([O:31][CH2:32][CH3:33])=[O:30])[C:19]2=[O:28]. The reactants are FC(F)(F)C(O)=O.C(O[C:13]([N:15](C)[N:16]1[C:25]2[C:20](=[CH:21][C:22]([I:27])=[CH:23][C:24]=2[F:26])[C:19](=[O:28])[C:18]([C:29]([O:31][CH2:32][CH3:33])=[O:30])=[CH:17]1)=O)(C)(C)C.C(=O)(O)[O-].[Na+].O. The catalyst is C(Cl)Cl. The yield is 0.980. (8) The reactants are [Cl:1][C:2]1[CH:3]=[C:4]2[C:9](=[CH:10][C:11]=1[O:12][CH:13]([CH3:15])[CH3:14])[N:8]=[C:7]([O:16][CH3:17])[C:6]([C:18](=O)[CH3:19])=[CH:5]2.[CH3:21][C:22]([S@:25]([NH2:27])=[O:26])([CH3:24])[CH3:23]. The catalyst is C1COCC1.C1(C)C=CC=CC=1.CC(O[Ti](OC(C)C)(OC(C)C)OC(C)C)C. The product is [Cl:1][C:2]1[CH:3]=[C:4]2[C:9](=[CH:10][C:11]=1[O:12][CH:13]([CH3:15])[CH3:14])[N:8]=[C:7]([O:16][CH3:17])[C:6](/[C:18](=[N:27]/[S@@:25]([C:22]([CH3:24])([CH3:23])[CH3:21])=[O:26])/[CH3:19])=[CH:5]2. The yield is 0.870.